From a dataset of Catalyst prediction with 721,799 reactions and 888 catalyst types from USPTO. Predict which catalyst facilitates the given reaction. (1) The catalyst class is: 16. Product: [CH3:18][C:3]([CH3:19])([CH:2]=[O:1])[CH2:4][CH2:5][CH2:6][CH2:7][O:8][CH2:9][CH2:10][CH2:11][CH2:12][C:13]([CH3:16])([CH3:17])[CH:14]=[O:15]. Reactant: [OH:1][CH2:2][C:3]([CH3:19])([CH3:18])[CH2:4][CH2:5][CH2:6][CH2:7][O:8][CH2:9][CH2:10][CH2:11][CH2:12][C:13]([CH3:17])([CH3:16])[CH2:14][OH:15].C(N(CC)CC)C. (2) Reactant: [CH3:1][CH:2]1[N:7]([C:8]2[S:12][N:11]=[C:10]([C:13]3[CH:18]=[CH:17][CH:16]=[CH:15][CH:14]=3)[N:9]=2)[CH2:6][CH2:5][N:4](C(OC(C)(C)C)=O)[CH2:3]1.[ClH:26]. Product: [ClH:26].[CH3:1][CH:2]1[CH2:3][NH:4][CH2:5][CH2:6][N:7]1[C:8]1[S:12][N:11]=[C:10]([C:13]2[CH:14]=[CH:15][CH:16]=[CH:17][CH:18]=2)[N:9]=1. The catalyst class is: 5.